This data is from Full USPTO retrosynthesis dataset with 1.9M reactions from patents (1976-2016). The task is: Predict the reactants needed to synthesize the given product. (1) Given the product [CH3:14][O:13][C:10]1[CH:11]=[CH:12][C:5]2[C:4]([C:1]3[NH:56][N:55]=[C:54]([NH:57][C:58]4[CH:59]=[CH:60][C:61]([S:64]([NH2:67])(=[O:66])=[O:65])=[CH:62][CH:63]=4)[CH:2]=3)=[CH:8][S:7][C:6]=2[CH:9]=1, predict the reactants needed to synthesize it. The reactants are: [C:1]([C:4]1[C:5]2[CH:12]=[CH:11][C:10]([O:13][CH3:14])=[CH:9][C:6]=2[S:7][CH:8]=1)(=O)[CH3:2].N(C1C=CC(S(N[Si](C(C)(C)C)(C)C)(=O)=O)=CC=1)=C=S.COC1C=CC(C2C3SC=C(C4[NH:56][N:55]=[C:54]([NH:57][C:58]5[CH:63]=[CH:62][C:61]([S:64]([NH2:67])(=[O:66])=[O:65])=[CH:60][CH:59]=5)C=4)C=3C=CC=2)=CC=1. (2) Given the product [CH3:21][O:20][C:18]([C:13]1([CH2:25][CH2:24][O:23][CH3:22])[CH2:17][CH2:16][CH2:15][CH2:14]1)=[O:19], predict the reactants needed to synthesize it. The reactants are: C(NC(C)C)(C)C.C([Li])CCC.[CH:13]1([C:18]([O:20][CH3:21])=[O:19])[CH2:17][CH2:16][CH2:15][CH2:14]1.[CH3:22][O:23][CH2:24][CH2:25]Br.[Cl-].[NH4+]. (3) Given the product [CH3:35][N:32]1[CH2:33][CH2:34][N:29]([CH2:28][C:24]2[CH:25]=[C:26]3[C:21](=[CH:22][CH:23]=2)[C:10]2[NH:11][N:12]=[C:8]([C:5]4[CH:4]=[CH:3][C:2]([C:36]#[N:37])=[N:7][CH:6]=4)[C:9]=2[CH2:27]3)[CH2:30][CH2:31]1, predict the reactants needed to synthesize it. The reactants are: F[C:2]1[N:7]=[CH:6][C:5]([C:8]2[C:9]3[CH2:27][C:26]4[C:21](=[CH:22][CH:23]=[C:24]([CH2:28][N:29]5[CH2:34][CH2:33][N:32]([CH3:35])[CH2:31][CH2:30]5)[CH:25]=4)[C:10]=3[N:11](COCC[Si](C)(C)C)[N:12]=2)=[CH:4][CH:3]=1.[C-:36]#[N:37].[Na+].